This data is from Catalyst prediction with 721,799 reactions and 888 catalyst types from USPTO. The task is: Predict which catalyst facilitates the given reaction. (1) The catalyst class is: 1. Reactant: [CH3:1][O:2][C:3]1[CH:8]=[CH:7][C:6]([C:9]2[S:13][C:12]([S:14]([NH:17][C@H:18]([CH:22]3[CH2:27][CH2:26][NH:25][CH2:24][CH2:23]3)[C:19]([OH:21])=[O:20])(=[O:16])=[O:15])=[CH:11][CH:10]=2)=[CH:5][CH:4]=1.C[Si](C([Si](C)(C)C)C(N)=O)(C)C.[Cl:40][CH2:41][C:42](Cl)=[O:43]. Product: [Cl:40][CH2:41][C:42]([N:25]1[CH2:26][CH2:27][CH:22]([C@@H:18]([NH:17][S:14]([C:12]2[S:13][C:9]([C:6]3[CH:5]=[CH:4][C:3]([O:2][CH3:1])=[CH:8][CH:7]=3)=[CH:10][CH:11]=2)(=[O:15])=[O:16])[C:19]([OH:21])=[O:20])[CH2:23][CH2:24]1)=[O:43]. (2) The catalyst class is: 64. Reactant: [C:1]([O:5][C:6]([NH:8][C@@H:9]([CH2:13][CH:14]=[CH2:15])[C:10]([OH:12])=[O:11])=[O:7])([CH3:4])([CH3:3])[CH3:2].[CH:16]1(O)[CH2:20][CH2:19][CH2:18][CH2:17]1.CCN=C=NCCCN(C)C. Product: [C:1]([O:5][C:6]([NH:8][C@@H:9]([CH2:13][CH:14]=[CH2:15])[C:10]([O:12][CH:16]1[CH2:20][CH2:19][CH2:18][CH2:17]1)=[O:11])=[O:7])([CH3:4])([CH3:3])[CH3:2]. (3) Reactant: [CH3:1][C:2]1[CH:10]=[C:9]([CH3:11])[CH:8]=[C:7]([CH3:12])[C:3]=1[C:4]([OH:6])=[O:5].C(=O)([O-])[O-].[K+].[K+].[CH2:19](Br)[CH:20]=[CH2:21].O. Product: [CH3:1][C:2]1[CH:10]=[C:9]([CH3:11])[CH:8]=[C:7]([CH3:12])[C:3]=1[C:4]([O:6][CH2:21][CH:20]=[CH2:19])=[O:5]. The catalyst class is: 3. (4) Reactant: [OH-].[Na+].Cl[CH2:4][C@H:5]([OH:17])[CH2:6][N:7]1[CH2:12][CH2:11][N:10]([S:13]([CH3:16])(=[O:15])=[O:14])[CH2:9][CH2:8]1. Product: [O:17]1[CH2:4][C@H:5]1[CH2:6][N:7]1[CH2:12][CH2:11][N:10]([S:13]([CH3:16])(=[O:15])=[O:14])[CH2:9][CH2:8]1. The catalyst class is: 20. (5) The catalyst class is: 37. Reactant: [Cl:1][C:2]1[CH:10]=[CH:9][C:8]2[NH:7][C:6]3[CH2:11][CH2:12][N:13]([CH3:15])[CH2:14][C:5]=3[C:4]=2[CH:3]=1.[CH3:16][N:17]1[C:21]2=[N:22][CH:23]=[C:24]([CH:26]=[CH2:27])[CH:25]=[C:20]2[CH:19]=[CH:18]1.[OH-].[K+]. Product: [Cl:1][C:2]1[CH:10]=[CH:9][C:8]2[N:7]([CH2:27][CH2:26][C:24]3[CH:25]=[C:20]4[CH:19]=[CH:18][N:17]([CH3:16])[C:21]4=[N:22][CH:23]=3)[C:6]3[CH2:11][CH2:12][N:13]([CH3:15])[CH2:14][C:5]=3[C:4]=2[CH:3]=1.